From a dataset of Full USPTO retrosynthesis dataset with 1.9M reactions from patents (1976-2016). Predict the reactants needed to synthesize the given product. (1) Given the product [O:27]=[C:23]1[NH:24][CH2:25][CH2:26][N:22]1[CH2:21][CH2:20][NH:19][C:15]1[N:14]=[C:13]([C:11]2[S:10][C:9]3[CH:28]=[CH:29][C:6]([NH:5][C:1](=[O:3])[CH3:2])=[CH:7][C:8]=3[CH:12]=2)[CH:18]=[CH:17][N:16]=1, predict the reactants needed to synthesize it. The reactants are: [C:1](Cl)(=[O:3])[CH3:2].[NH2:5][C:6]1[CH:29]=[CH:28][C:9]2[S:10][C:11]([C:13]3[CH:18]=[CH:17][N:16]=[C:15]([NH:19][CH2:20][CH2:21][N:22]4[CH2:26][CH2:25][NH:24][C:23]4=[O:27])[N:14]=3)=[CH:12][C:8]=2[CH:7]=1.C(N(CC)CC)C.O. (2) Given the product [Br:1][C:2]1[CH:3]=[CH:4][C:5]([O:25][CH2:26][C:27]([CH3:29])=[CH2:28])=[C:6]([C:8]2[CH:13]=[CH:12][CH:11]=[CH:10][C:9]=2[C:14]2[N:19]=[C:18]([C:20]([O-:22])=[O:21])[CH:17]=[CH:16][CH:15]=2)[CH:7]=1.[Na+:31], predict the reactants needed to synthesize it. The reactants are: [Br:1][C:2]1[CH:3]=[CH:4][C:5]([O:25][CH2:26][C:27]([CH3:29])=[CH2:28])=[C:6]([C:8]2[CH:13]=[CH:12][CH:11]=[CH:10][C:9]=2[C:14]2[N:19]=[C:18]([C:20]([O:22]CC)=[O:21])[CH:17]=[CH:16][CH:15]=2)[CH:7]=1.[OH-].[Na+:31]. (3) Given the product [CH2:17]([O:24][C:25]1[C:26]([CH2:61][CH3:62])=[C:27]([CH2:45][C:46]2[O:50][C:49](=[O:51])[N:48]([CH2:52][CH2:53][OH:54])[N:47]=2)[C:28]([C:39]2[CH:40]=[CH:41][CH:42]=[CH:43][CH:44]=2)=[C:29]([O:31][CH2:32][C:33]2[CH:34]=[CH:35][CH:36]=[CH:37][CH:38]=2)[CH:30]=1)[C:18]1[CH:19]=[CH:20][CH:21]=[CH:22][CH:23]=1, predict the reactants needed to synthesize it. The reactants are: C(=O)([O-])[O-].[K+].[K+].BrCCOC1CCCCO1.[CH2:17]([O:24][C:25]1[C:26]([CH2:61][CH3:62])=[C:27]([CH2:45][C:46]2[O:50][C:49](=[O:51])[N:48]([CH2:52][CH2:53][O:54]C3CCCCO3)[N:47]=2)[C:28]([C:39]2[CH:44]=[CH:43][CH:42]=[CH:41][CH:40]=2)=[C:29]([O:31][CH2:32][C:33]2[CH:38]=[CH:37][CH:36]=[CH:35][CH:34]=2)[CH:30]=1)[C:18]1[CH:23]=[CH:22][CH:21]=[CH:20][CH:19]=1.Cl.C(=O)([O-])O.[Na+]. (4) Given the product [NH2:19][C@H:20]([CH2:28][N:29]([CH3:39])[C:30]([O:32][CH2:33][CH2:34][Si:35]([CH3:38])([CH3:37])[CH3:36])=[O:31])[C@@H:21]([CH:23]1[CH2:27][CH2:26][CH2:25][CH2:24]1)[OH:22], predict the reactants needed to synthesize it. The reactants are: CC1C=CC(S(O)(=O)=O)=CC=1.C(OC([NH:19][C@H:20]([CH2:28][N:29]([CH3:39])[C:30]([O:32][CH2:33][CH2:34][Si:35]([CH3:38])([CH3:37])[CH3:36])=[O:31])[C@@H:21]([CH:23]1[CH2:27][CH2:26][CH2:25][CH2:24]1)[OH:22])=O)(C)(C)C.